From a dataset of Forward reaction prediction with 1.9M reactions from USPTO patents (1976-2016). Predict the product of the given reaction. (1) Given the reactants [F:1][C@@H:2]1[CH2:6][N:5]([C:7](=[O:27])[CH2:8][NH:9][C@@:10]2([CH3:26])[CH2:14][CH2:13][C@@H:12]([CH2:15][C:16]3[N:20]=[C:19]([CH:21]([CH3:23])[CH3:22])[O:18][N:17]=3)[C:11]2([CH3:25])[CH3:24])[C@H:4]([C:28]#[N:29])[CH2:3]1.[CH3:30][S:31]([OH:34])(=[O:33])=[O:32], predict the reaction product. The product is: [CH3:30][S:31]([OH:34])(=[O:33])=[O:32].[F:1][C@@H:2]1[CH2:6][N:5]([C:7](=[O:27])[CH2:8][NH:9][C@@:10]2([CH3:26])[CH2:14][CH2:13][C@@H:12]([CH2:15][C:16]3[N:20]=[C:19]([CH:21]([CH3:23])[CH3:22])[O:18][N:17]=3)[C:11]2([CH3:24])[CH3:25])[C@H:4]([C:28]#[N:29])[CH2:3]1. (2) Given the reactants O=C1NC(C(NCC2C=CN=C(OCCCC3N=CNN=3)C=2)=O)=NC2SC=C(COCC3C=CC(C(OCC)=O)=CC=3)C1=2.[O:44]=[C:45]1[NH:50][C:49]([C:51](=[O:69])[NH:52][CH2:53][C:54]2[CH:59]=[CH:58][CH:57]=[C:56]([O:60][CH2:61][CH2:62][O:63][C:64]3[N:68]=[CH:67][NH:66][N:65]=3)[CH:55]=2)=[N:48][C:47]2[S:70][CH:71]=[C:72]([CH2:73][O:74][CH2:75][C:76]3[CH:86]=[CH:85][C:79]([C:80]([O:82]CC)=[O:81])=[CH:78][CH:77]=3)[C:46]1=2, predict the reaction product. The product is: [O:44]=[C:45]1[NH:50][C:49]([C:51](=[O:69])[NH:52][CH2:53][C:54]2[CH:59]=[CH:58][CH:57]=[C:56]([O:60][CH2:61][CH2:62][O:63][C:64]3[N:68]=[CH:67][NH:66][N:65]=3)[CH:55]=2)=[N:48][C:47]2[S:70][CH:71]=[C:72]([CH2:73][O:74][CH2:75][C:76]3[CH:77]=[CH:78][C:79]([C:80]([OH:82])=[O:81])=[CH:85][CH:86]=3)[C:46]1=2. (3) Given the reactants [N:1]12[CH2:8][CH2:7][C:4]([C:9]([C:17]3[CH:22]=[CH:21][CH:20]=[CH:19][CH:18]=3)([C:11]3[CH:16]=[CH:15][CH:14]=[CH:13][CH:12]=3)[OH:10])([CH2:5][CH2:6]1)[CH2:3][CH2:2]2.[Br:23][CH2:24][CH2:25][OH:26], predict the reaction product. The product is: [Br-:23].[OH:10][C:9]([C:17]1[CH:22]=[CH:21][CH:20]=[CH:19][CH:18]=1)([C:11]1[CH:12]=[CH:13][CH:14]=[CH:15][CH:16]=1)[C:4]12[CH2:5][CH2:6][N+:1]([CH2:24][CH2:25][OH:26])([CH2:2][CH2:3]1)[CH2:8][CH2:7]2.